Dataset: Reaction yield outcomes from USPTO patents with 853,638 reactions. Task: Predict the reaction yield, written as a fraction of the theoretical maximum amount of product (1.0 means a 100% yield; for example, 0.34 means a 34% yield). (1) The reactants are [OH:1][NH:2][C:3](=O)[CH3:4].CC(C)([O-])C.[K+].[C:12]12([CH2:22][O:23][C:24]3[C:31]([Cl:32])=[CH:30]C(C#N)=[C:26](F)[CH:25]=3)[CH2:21][CH:16]3[CH2:17][CH:18]([CH2:20][CH:14]([CH2:15]3)[CH2:13]1)[CH2:19]2.C[N:35](C=O)C. No catalyst specified. The product is [C:12]12([CH2:22][O:23][C:24]3[C:31]([Cl:32])=[CH:30][C:4]4[C:3]([NH2:35])=[N:2][O:1][C:26]=4[CH:25]=3)[CH2:21][CH:16]3[CH2:15][CH:14]([CH2:20][CH:18]([CH2:17]3)[CH2:19]1)[CH2:13]2. The yield is 0.400. (2) The reactants are C([CH2:8][NH:9][CH2:10][CH2:11][N:12]1[CH2:17][CH2:16][CH:15]([O:18][C:19](=[O:33])[NH:20][C:21]2[CH:26]=[CH:25][CH:24]=[CH:23][C:22]=2[C:27]2[CH:32]=[CH:31][CH:30]=[CH:29][CH:28]=2)[CH2:14][CH2:13]1)C1C=CC=CC=1.CCO.C(OC(C)C)(=O)C. The catalyst is C(Cl)Cl. The product is [CH3:8][NH:9][CH2:10][CH2:11][N:12]1[CH2:17][CH2:16][CH:15]([O:18][C:19](=[O:33])[NH:20][C:21]2[CH:26]=[CH:25][CH:24]=[CH:23][C:22]=2[C:27]2[CH:32]=[CH:31][CH:30]=[CH:29][CH:28]=2)[CH2:14][CH2:13]1. The yield is 0.700.